The task is: Predict the reactants needed to synthesize the given product.. This data is from Full USPTO retrosynthesis dataset with 1.9M reactions from patents (1976-2016). (1) Given the product [Br:11][C:10]1[C:5]([C:3]2[N:4]=[C:23]([C:14]3[C:15]4[C:20](=[CH:19][CH:18]=[CH:17][CH:16]=4)[CH:21]=[CH:22][C:13]=3[OH:12])[NH:1][N:2]=2)=[N:6][CH:7]=[CH:8][CH:9]=1, predict the reactants needed to synthesize it. The reactants are: [NH2:1][NH:2][C:3]([C:5]1[C:10]([Br:11])=[CH:9][CH:8]=[CH:7][N:6]=1)=[NH:4].[OH:12][C:13]1[CH:22]=[CH:21][C:20]2[C:15](=[CH:16][CH:17]=[CH:18][CH:19]=2)[C:14]=1[CH:23]=O. (2) Given the product [F:25][C:26]([F:39])([F:38])[S:27]([O:18][C:9]1[C:8]2[C:3]([O:2][CH3:1])=[N:4][CH:5]=[CH:6][C:7]=2[N:11]([C:12]2[CH:17]=[CH:16][CH:15]=[CH:14][CH:13]=2)[N:10]=1)(=[O:29])=[O:28], predict the reactants needed to synthesize it. The reactants are: [CH3:1][O:2][C:3]1[C:8]2[C:9](=[O:18])[NH:10][N:11]([C:12]3[CH:17]=[CH:16][CH:15]=[CH:14][CH:13]=3)[C:7]=2[CH:6]=[CH:5][N:4]=1.N1C=CC=CC=1.[F:25][C:26]([F:39])([F:38])[S:27](O[S:27]([C:26]([F:39])([F:38])[F:25])(=[O:29])=[O:28])(=[O:29])=[O:28].[Cl-].[NH4+]. (3) Given the product [F:32][C:33]([F:38])([F:37])[C:34]([OH:36])=[O:35].[Cl:19][C:15]1[C:14]([F:20])=[C:13]([CH:12]2[C:11]([C:23]3[CH:28]=[CH:27][C:26]([Cl:29])=[CH:25][C:24]=3[F:30])([C:21]#[N:22])[CH:10]([CH3:31])[NH:9][CH:8]2[C:6]([OH:7])=[O:5])[CH:18]=[CH:17][CH:16]=1, predict the reactants needed to synthesize it. The reactants are: C([O:5][C:6]([CH:8]1[CH:12]([C:13]2[CH:18]=[CH:17][CH:16]=[C:15]([Cl:19])[C:14]=2[F:20])[C:11]([C:23]2[CH:28]=[CH:27][C:26]([Cl:29])=[CH:25][C:24]=2[F:30])([C:21]#[N:22])[CH:10]([CH3:31])[NH:9]1)=[O:7])(C)(C)C.[F:32][C:33]([F:38])([F:37])[C:34]([OH:36])=[O:35]. (4) Given the product [Cl:22][C:23]1[CH:28]=[CH:27][CH:26]=[CH:25][C:24]=1[S:29]([NH:1][C@H:2]1[CH2:21][N:5]2[C:6](=[O:20])[N:7]([C:9]3[CH:14]=[CH:13][C:12]([O:15][C:16]([F:19])([F:17])[F:18])=[CH:11][CH:10]=3)[CH2:8][C@@H:4]2[CH2:3]1)(=[O:31])=[O:30], predict the reactants needed to synthesize it. The reactants are: [NH2:1][C@H:2]1[CH2:21][N:5]2[C:6](=[O:20])[N:7]([C:9]3[CH:14]=[CH:13][C:12]([O:15][C:16]([F:19])([F:18])[F:17])=[CH:11][CH:10]=3)[CH2:8][C@@H:4]2[CH2:3]1.[Cl:22][C:23]1[CH:28]=[CH:27][CH:26]=[CH:25][C:24]=1[S:29](Cl)(=[O:31])=[O:30]. (5) Given the product [N:30]1[CH:31]=[CH:32][CH:33]=[CH:34][C:29]=1[C:28]1[C:24]([C:19]2[CH:20]=[CH:21][CH:22]=[C:23]3[C:18]=2[CH:17]=[CH:16][NH:15]3)=[C:25]2[CH2:37][CH2:36][CH2:35][N:26]2[N:27]=1, predict the reactants needed to synthesize it. The reactants are: FC(F)(F)C(O)=O.C(OC([N:15]1[C:23]2[C:18](=[C:19]([C:24]3[C:28]([C:29]4[CH:34]=[CH:33][CH:32]=[CH:31][N:30]=4)=[N:27][N:26]4[CH2:35][CH2:36][CH2:37][C:25]=34)[CH:20]=[CH:21][CH:22]=2)[CH:17]=[CH:16]1)=O)(C)(C)C.CO.[OH-].[NH4+]. (6) Given the product [F:23][C:16]1[CH:17]=[CH:18][C:19]([O:21][CH3:22])=[CH:20][C:15]=1[C:12]1[CH:13]=[CH:14][C:9]([NH2:8])=[CH:10][C:11]=1[CH2:24][C:25]([CH3:28])([CH3:27])[CH3:26], predict the reactants needed to synthesize it. The reactants are: C1(C(C2C=CC=CC=2)=[N:8][C:9]2[CH:14]=[CH:13][C:12]([C:15]3[CH:20]=[C:19]([O:21][CH3:22])[CH:18]=[CH:17][C:16]=3[F:23])=[C:11]([CH2:24][C:25]([CH3:28])([CH3:27])[CH3:26])[CH:10]=2)C=CC=CC=1.Cl.[OH-].[Na+].